From a dataset of Catalyst prediction with 721,799 reactions and 888 catalyst types from USPTO. Predict which catalyst facilitates the given reaction. (1) Reactant: Br[C:2]1[C:6]([C:7]2[CH:12]=[CH:11][CH:10]=[C:9]([CH3:13])[N:8]=2)=[N:5][N:4]2[CH2:14][CH2:15][CH2:16][C:3]=12.[B:17](OC(C)C)([O:22]C(C)C)[O:18]C(C)C.C([Li])CCC. Product: [CH3:13][C:9]1[N:8]=[C:7]([C:6]2[C:2]([B:17]([OH:22])[OH:18])=[C:3]3[CH2:16][CH2:15][CH2:14][N:4]3[N:5]=2)[CH:12]=[CH:11][CH:10]=1. The catalyst class is: 7. (2) Reactant: CCCCC1OC2C=CC(NS(C)(=O)=O)=CC=2C=1C(C1C=CC(O[CH2:28][CH2:29][CH2:30][N:31]([CH2:36][CH2:37][CH2:38][CH3:39])[CH2:32][CH2:33][CH2:34][CH3:35])=CC=1)=O.[CH2:40]([C:44]1[O:45][C:46]2[CH:61]=[CH:60][C:59]([N+:62]([O-:64])=[O:63])=[CH:58][C:47]=2[C:48]=1[C:49](=[O:57])[C:50]1[CH:55]=[CH:54][C:53]([OH:56])=[CH:52][CH:51]=1)[CH2:41][CH2:42][CH3:43].ClCCCN(CCCC)CCCC.C(=O)([O-])[O-].[K+].[K+].C(=O)([O-])[O-].[Na+].[Na+].[OH-].[Na+].[OH-].[K+].[OH-].[Ca+2].[OH-].[OH-].[Cs+]. Product: [CH2:40]([C:44]1[O:45][C:46]2[CH:61]=[CH:60][C:59]([N+:62]([O-:64])=[O:63])=[CH:58][C:47]=2[C:48]=1[C:49](=[O:57])[C:50]1[CH:51]=[CH:52][C:53]([O:56][CH2:28][CH2:29][CH2:30][N:31]([CH2:36][CH2:37][CH2:38][CH3:39])[CH2:32][CH2:33][CH2:34][CH3:35])=[CH:54][CH:55]=1)[CH2:41][CH2:42][CH3:43]. The catalyst class is: 10. (3) Reactant: [OH-].[Na+].[NH2:3][C:4]1[CH:9]=[CH:8][C:7]([OH:10])=[CH:6][CH:5]=1.Cl[C:12]1[CH:17]=[CH:16][C:15]([N+:18]([O-:20])=[O:19])=[CH:14][N:13]=1. Product: [N+:18]([C:15]1[CH:16]=[CH:17][C:12]([O:10][C:7]2[CH:8]=[CH:9][C:4]([NH2:3])=[CH:5][CH:6]=2)=[N:13][CH:14]=1)([O-:20])=[O:19]. The catalyst class is: 5. (4) Reactant: [C:1]1([CH:7]2[C:11](=[S:12])[NH:10][N:9]=[C:8]2[C:13]2[CH:18]=[CH:17][C:16]([CH3:19])=[CH:15][CH:14]=2)[CH:6]=[CH:5][CH:4]=[CH:3][CH:2]=1.C1([C:26]2[C:27](C3C=CC(C)=CC=3)=[N:28]NC=2SSC2NN=C(C3C=CC(C)=CC=3)C=2C2C=CC=CC=2)C=CC=CC=1.BrCC#N.C([O-])([O-])=O.[K+].[K+]. Product: [C:1]1([C:7]2[C:8]([C:13]3[CH:14]=[CH:15][C:16]([CH3:19])=[CH:17][CH:18]=3)=[N:9][NH:10][C:11]=2[S:12][CH2:26][C:27]#[N:28])[CH:2]=[CH:3][CH:4]=[CH:5][CH:6]=1. The catalyst class is: 3. (5) Reactant: [CH3:1][O:2][C:3]1[CH:4]=[C:5]2[C:9](=[CH:10][CH:11]=1)[N:8](C)[CH:7]=[C:6]2[C:13]1[N:25]([CH2:26][O:27][CH2:28][CH2:29][Si:30]([CH3:33])([CH3:32])[CH3:31])[C:16]2=[N:17][CH:18]=[C:19]([CH2:21][NH:22][CH:23]=O)[N:20]=[C:15]2[CH:14]=1.[CH3:34]OC1C=CC(P2(SP(C3C=CC(OC)=CC=3)(=S)S2)=S)=CC=1. Product: [CH3:1][O:2][C:3]1([CH3:34])[CH:11]=[CH:10][C:9]2[C:5]([C:6]([C:13]3[N:25]([CH2:26][O:27][CH2:28][CH2:29][Si:30]([CH3:33])([CH3:31])[CH3:32])[C:16]4[N:17]=[CH:18][C:19]5[N:20]([CH:23]=[N:22][CH:21]=5)[C:15]=4[CH:14]=3)=[CH:7][N:8]=2)=[CH:4]1. The catalyst class is: 225. (6) Reactant: C[O:2][C:3]([C:5]1[N:6]=[C:7]([C:36]([F:39])([F:38])[F:37])[N:8]2[CH2:13][CH2:12][N:11]([C:14](=[O:35])[CH2:15][C@H:16]([NH:27][C:28]([O:30][C:31]([CH3:34])([CH3:33])[CH3:32])=[O:29])[CH2:17][C:18]3[CH:23]=[C:22]([F:24])[C:21]([F:25])=[CH:20][C:19]=3[F:26])[CH2:10][C:9]=12)=[O:4].[OH-].[Na+].Cl. Product: [C:31]([O:30][C:28]([NH:27][C@H:16]([CH2:17][C:18]1[CH:23]=[C:22]([F:24])[C:21]([F:25])=[CH:20][C:19]=1[F:26])[CH2:15][C:14]([N:11]1[CH2:12][CH2:13][N:8]2[C:7]([C:36]([F:38])([F:39])[F:37])=[N:6][C:5]([C:3]([OH:4])=[O:2])=[C:9]2[CH2:10]1)=[O:35])=[O:29])([CH3:34])([CH3:32])[CH3:33]. The catalyst class is: 5. (7) Reactant: OC(C(F)(F)F)=O.[NH2:8][C@H:9]1[CH2:13][C@@H:12]([N:14]2[CH:22]=[N:21][C:20]3[C:15]2=[N:16][C:17]([Cl:38])=[N:18][C:19]=3[NH:23][CH2:24][CH:25]([C:32]2[CH:37]=[CH:36][CH:35]=[CH:34][CH:33]=2)[C:26]2[CH:31]=[CH:30][CH:29]=[CH:28][CH:27]=2)[C@H:11]([OH:39])[C@@H:10]1[OH:40].CCN(C(C)C)C(C)C.[C:50](Cl)(=[O:53])[CH2:51][CH3:52]. Product: [Cl:38][C:17]1[N:16]=[C:15]2[C:20]([N:21]=[CH:22][N:14]2[C@@H:12]2[CH2:13][C@H:9]([NH:8][C:50](=[O:53])[CH2:51][CH3:52])[C@@H:10]([OH:40])[C@H:11]2[OH:39])=[C:19]([NH:23][CH2:24][CH:25]([C:32]2[CH:33]=[CH:34][CH:35]=[CH:36][CH:37]=2)[C:26]2[CH:31]=[CH:30][CH:29]=[CH:28][CH:27]=2)[N:18]=1. The catalyst class is: 1. (8) Reactant: [Br:1][C:2]1[C:3]([CH3:14])=[N:4][NH:5][C:6]=1[C:7]1[CH:12]=[CH:11][C:10]([F:13])=[CH:9][CH:8]=1.O1CCCCC1[O:21][CH:22]1[CH2:26][CH2:25][CH:24]([CH2:27]O)[CH2:23]1.C1(P(C2C=CC=CC=2)C2C=CC=CC=2)C=CC=CC=1.N(C(OC(C)C)=O)=NC(OC(C)C)=O.O.C1(C)C=CC(S(O)(=O)=O)=CC=1. Product: [Br:1][C:2]1[C:3]([CH3:14])=[N:4][N:5]([CH2:27][CH:24]2[CH2:25][CH2:26][CH:22]([OH:21])[CH2:23]2)[C:6]=1[C:7]1[CH:12]=[CH:11][C:10]([F:13])=[CH:9][CH:8]=1. The catalyst class is: 111. (9) Reactant: [N:1]1[N:5]2[CH2:6][CH2:7][CH2:8][NH:9][C:4]2=[CH:3][CH:2]=1.[N+:10]([O-])([O-:12])=[O:11].[K+]. The catalyst class is: 65. Product: [N+:10]([C:3]1[CH:2]=[N:1][N:5]2[CH2:6][CH2:7][CH2:8][NH:9][C:4]=12)([O-:12])=[O:11]. (10) Reactant: C([Mg]Br)C.[CH:5]1([CH2:8][CH3:9])[CH2:7][CH2:6]1.[N:10]([C:13]1[S:14][C:15]2[CH2:16][CH2:17][O:18][C:19]3[CH:26]=[C:25]([Br:27])[CH:24]=[CH:23][C:20]=3[C:21]=2[N:22]=1)=[N+:11]=[N-:12]. Product: [Br:27][C:25]1[CH:24]=[CH:23][C:20]2[C:21]3[N:22]=[C:13]([N:10]4[C:8]([CH:5]5[CH2:7][CH2:6]5)=[CH:9][N:12]=[N:11]4)[S:14][C:15]=3[CH2:16][CH2:17][O:18][C:19]=2[CH:26]=1. The catalyst class is: 1.